This data is from Forward reaction prediction with 1.9M reactions from USPTO patents (1976-2016). The task is: Predict the product of the given reaction. (1) Given the reactants [CH3:1][O:2][C:3]1[C:12]([N:13]2[C:17]([C:18]([F:21])([F:20])[F:19])=[N:16][N:15]=[N:14]2)=[CH:11][CH:10]=[C:9]([O:22][CH3:23])[C:4]=1[C:5](OC)=[O:6].[H-].C([Al+]CC(C)C)C(C)C.Cl, predict the reaction product. The product is: [CH3:1][O:2][C:3]1[C:12]([N:13]2[C:17]([C:18]([F:21])([F:20])[F:19])=[N:16][N:15]=[N:14]2)=[CH:11][CH:10]=[C:9]([O:22][CH3:23])[C:4]=1[CH2:5][OH:6]. (2) Given the reactants O[CH:2]1[C:10]2[C:5](=[CH:6][CH:7]=[CH:8][CH:9]=2)[C:4](=[O:11])[N:3]1[CH2:12][C:13]1[S:14][CH:15]=[CH:16][CH:17]=1.[C:18]([O:22][CH3:23])(=[O:21])[CH2:19][SH:20].C(=O)(O)[O-].[Na+], predict the reaction product. The product is: [CH3:23][O:22][C:18](=[O:21])[CH2:19][S:20][CH:2]1[C:10]2[C:5](=[CH:6][CH:7]=[CH:8][CH:9]=2)[C:4](=[O:11])[N:3]1[CH2:12][C:13]1[S:14][CH:15]=[CH:16][CH:17]=1. (3) The product is: [OH:35][CH2:34][CH2:33][C:32]([NH:1][C:2]1[N:3]=[C:4]2[CH:9]=[CH:8][C:7]([O:10][C:11]3[CH:12]=[C:13]([NH:17][C:18](=[O:29])[C:19]4[CH:24]=[CH:23][CH:22]=[C:21]([C:25]([F:28])([F:27])[F:26])[CH:20]=4)[CH:14]=[CH:15][CH:16]=3)=[N:6][N:5]2[CH:30]=1)=[O:31]. Given the reactants [NH2:1][C:2]1[N:3]=[C:4]2[CH:9]=[CH:8][C:7]([O:10][C:11]3[CH:12]=[C:13]([NH:17][C:18](=[O:29])[C:19]4[CH:24]=[CH:23][CH:22]=[C:21]([C:25]([F:28])([F:27])[F:26])[CH:20]=4)[CH:14]=[CH:15][CH:16]=3)=[N:6][N:5]2[CH:30]=1.[OH:31][CH2:32][CH2:33][C:34](O)=[O:35].[Cl-].COC1N=C(OC)N=C([N+]2(C)CCOCC2)N=1.[Cl-].[NH4+], predict the reaction product.